From a dataset of Forward reaction prediction with 1.9M reactions from USPTO patents (1976-2016). Predict the product of the given reaction. (1) Given the reactants C[Si](I)(C)C.C[O:7][CH2:8][C@H:9]([CH3:38])[O:10][C:11]1[CH:12]=[C:13]([CH:23]=[C:24]([O:26][C:27]2[CH:32]=[CH:31][C:30]([C:33]3[N:37]=[CH:36][O:35][N:34]=3)=[CH:29][CH:28]=2)[CH:25]=1)[C:14]([NH:16][C:17]1[CH:21]=[CH:20][N:19]([CH3:22])[N:18]=1)=[O:15], predict the reaction product. The product is: [OH:7][CH2:8][C@H:9]([CH3:38])[O:10][C:11]1[CH:12]=[C:13]([CH:23]=[C:24]([O:26][C:27]2[CH:32]=[CH:31][C:30]([C:33]3[N:37]=[CH:36][O:35][N:34]=3)=[CH:29][CH:28]=2)[CH:25]=1)[C:14]([NH:16][C:17]1[CH:21]=[CH:20][N:19]([CH3:22])[N:18]=1)=[O:15]. (2) Given the reactants Br[C:2]1[CH:7]=[CH:6][CH:5]=[CH:4][C:3]=1[N+:8]([O-:10])=[O:9].[CH:11]([C:14]1[CH:20]=[CH:19][CH:18]=[C:17]([CH:21]([CH3:23])[CH3:22])[C:15]=1[NH2:16])([CH3:13])[CH3:12].C(=O)([O-])[O-].[Cs+].[Cs+], predict the reaction product. The product is: [CH:21]([C:17]1[CH:18]=[CH:19][CH:20]=[C:14]([CH:11]([CH3:13])[CH3:12])[C:15]=1[NH:16][C:2]1[CH:7]=[CH:6][CH:5]=[CH:4][C:3]=1[N+:8]([O-:10])=[O:9])([CH3:23])[CH3:22]. (3) Given the reactants [S:1]1[C:9]2[C:4](=[N:5][CH:6]=[CH:7][C:8]=2O)[CH:3]=[CH:2]1.P(Br)(Br)([Br:13])=O.[OH-].[Na+], predict the reaction product. The product is: [Br:13][C:8]1[CH:7]=[CH:6][N:5]=[C:4]2[CH:3]=[CH:2][S:1][C:9]=12. (4) Given the reactants [F:1][CH:2]([F:12])[CH2:3][N:4]1[CH:8]=[C:7]([N+:9]([O-])=O)[CH:6]=[N:5]1, predict the reaction product. The product is: [F:1][CH:2]([F:12])[CH2:3][N:4]1[CH:8]=[C:7]([NH2:9])[CH:6]=[N:5]1.